From a dataset of TCR-epitope binding with 47,182 pairs between 192 epitopes and 23,139 TCRs. Binary Classification. Given a T-cell receptor sequence (or CDR3 region) and an epitope sequence, predict whether binding occurs between them. (1) The epitope is TLVPQEHYV. The TCR CDR3 sequence is CASSEGNTGELFF. Result: 1 (the TCR binds to the epitope). (2) The epitope is ISPRTLNAW. The TCR CDR3 sequence is CASTKGTGPHEQYF. Result: 0 (the TCR does not bind to the epitope).